From a dataset of Catalyst prediction with 721,799 reactions and 888 catalyst types from USPTO. Predict which catalyst facilitates the given reaction. Reactant: [O:1]=[C:2]1[CH2:10][C:9]2[C:4](=[CH:5][C:6]([C:11]([C:13]3[CH:14]=[C:15]([NH:19][C:20]([C:22]4[CH:26]=[C:25]([CH2:27][CH3:28])[N:24]([CH3:29])[N:23]=4)=[O:21])[CH:16]=[CH:17][CH:18]=3)=[O:12])=[CH:7][CH:8]=2)[NH:3]1.[CH:30](OCC)=[O:31].[O-]CC.[Na+].Cl. Product: [OH:31][CH:30]=[C:10]1[C:9]2[C:4](=[CH:5][C:6]([C:11]([C:13]3[CH:14]=[C:15]([NH:19][C:20]([C:22]4[CH:26]=[C:25]([CH2:27][CH3:28])[N:24]([CH3:29])[N:23]=4)=[O:21])[CH:16]=[CH:17][CH:18]=3)=[O:12])=[CH:7][CH:8]=2)[NH:3][C:2]1=[O:1]. The catalyst class is: 8.